From a dataset of Catalyst prediction with 721,799 reactions and 888 catalyst types from USPTO. Predict which catalyst facilitates the given reaction. (1) Reactant: [OH:1][N:2]=[C:3]([C:12]#[N:13])[C:4]1[CH:9]=[CH:8][C:7]([O:10][CH3:11])=[CH:6][CH:5]=1.C(N(CC)CC)C.[CH3:21][S:22](Cl)(=[O:24])=[O:23]. Product: [CH3:21][S:22]([O:1][N:2]=[C:3]([C:12]#[N:13])[C:4]1[CH:9]=[CH:8][C:7]([O:10][CH3:11])=[CH:6][CH:5]=1)(=[O:24])=[O:23]. The catalyst class is: 595. (2) Reactant: FC(F)(F)C(O)=O.C([N:15]1[CH2:20][CH2:19][C:18]2([CH2:29][C:28](=[O:30])[C:27]3[C:22](=[CH:23][CH:24]=[C:25]([Cl:31])[CH:26]=3)[O:21]2)[CH2:17][CH2:16]1)(OC(C)(C)C)=O. Product: [Cl:31][C:25]1[CH:26]=[C:27]2[C:22](=[CH:23][CH:24]=1)[O:21][C:18]1([CH2:19][CH2:20][NH:15][CH2:16][CH2:17]1)[CH2:29][C:28]2=[O:30]. The catalyst class is: 4. (3) Reactant: [C:1]([CH:5]1[CH2:14][CH2:13][C:12]2[N:11]=[C:10]3[S:15][C:16]([NH2:18])=[N:17][C:9]3=[CH:8][C:7]=2[CH2:6]1)([CH3:4])([CH3:3])[CH3:2].C(N(CC)CC)C.[C:26](Cl)(=[O:28])[CH3:27]. Product: [C:1]([CH:5]1[CH2:14][CH2:13][C:12]2[N:11]=[C:10]3[S:15][C:16]([NH:18][C:26](=[O:28])[CH3:27])=[N:17][C:9]3=[CH:8][C:7]=2[CH2:6]1)([CH3:4])([CH3:2])[CH3:3]. The catalyst class is: 2. (4) Reactant: [H-].[Na+].[CH3:3][OH:4].[Br:5][C:6]1[CH:11]=[C:10](F)[CH:9]=[CH:8][C:7]=1[C:13]([F:16])([F:15])[F:14]. Product: [Br:5][C:6]1[CH:11]=[C:10]([O:4][CH3:3])[CH:9]=[CH:8][C:7]=1[C:13]([F:16])([F:15])[F:14]. The catalyst class is: 18.